This data is from Catalyst prediction with 721,799 reactions and 888 catalyst types from USPTO. The task is: Predict which catalyst facilitates the given reaction. (1) Reactant: Cl[CH2:2][CH2:3][C:4]1([CH2:19][CH3:20])[C:9]2[NH:10][C:11]3[C:16]([C:8]=2[CH2:7][CH2:6][O:5]1)=[CH:15][CH:14]=[CH:13][C:12]=3[CH2:17][CH3:18].CC(N=NC(C#N)(C)C)(C#N)C.[SnH](CCCC)(CCCC)CCCC. Product: [CH2:19]([C:4]1([CH2:3][CH3:2])[C:9]2[NH:10][C:11]3[C:16]([C:8]=2[CH2:7][CH2:6][O:5]1)=[CH:15][CH:14]=[CH:13][C:12]=3[CH2:17][CH3:18])[CH3:20]. The catalyst class is: 11. (2) Reactant: [I-].C[S+](C)C.[CH3:6]C(C)([O-])C.[K+].[C:12]([O:16][C:17]([N:19]([CH2:30][C:31]1[CH:36]=[CH:35][CH:34]=[CH:33][CH:32]=1)[C@H:20]([CH:28]=[O:29])[CH2:21][C:22]1[CH:27]=[CH:26][CH:25]=[CH:24][CH:23]=1)=[O:18])([CH3:15])([CH3:14])[CH3:13]. Product: [C:12]([O:16][C:17]([N:19]([C@@H:20]([CH2:21][C:22]1[CH:23]=[CH:24][CH:25]=[CH:26][CH:27]=1)[C@@H:28]1[O:29][CH2:6]1)[CH2:30][C:31]1[CH:32]=[CH:33][CH:34]=[CH:35][CH:36]=1)=[O:18])([CH3:15])([CH3:13])[CH3:14]. The catalyst class is: 47. (3) Product: [NH2:9][C:6]1[CH:7]=[CH:8][N:4]([CH2:3][C:2]([CH3:12])([OH:13])[CH3:1])[N:5]=1. Reactant: [CH3:1][C:2]([OH:13])([CH3:12])[CH2:3][N:4]1[CH:8]=[CH:7][C:6]([N+:9]([O-])=O)=[N:5]1.[H][H]. The catalyst class is: 63.